The task is: Predict the reaction yield, written as a fraction of the theoretical maximum amount of product (1.0 means a 100% yield; for example, 0.34 means a 34% yield).. This data is from Reaction yield outcomes from USPTO patents with 853,638 reactions. The reactants are [CH2:1]([Si]1(Cl)N(C)[C@@H](C)[C@H](C2C=CC=CC=2)O1)[CH:2]=[CH2:3].[CH:18](=[O:27])[CH2:19][CH2:20][C:21]1[CH:26]=[CH:25][CH:24]=[CH:23][CH:22]=1.Cl.CCOC(C)=O. The catalyst is C1(C)C=CC=CC=1. The product is [C:21]1([CH2:20][CH2:19][C@@H:18]([OH:27])[CH2:3][CH:2]=[CH2:1])[CH:26]=[CH:25][CH:24]=[CH:23][CH:22]=1. The yield is 0.840.